This data is from Forward reaction prediction with 1.9M reactions from USPTO patents (1976-2016). The task is: Predict the product of the given reaction. (1) Given the reactants [CH3:1][C:2]1[CH:7]=[C:6]([CH:8]=[CH:9][C:10](=[O:23])[C:11]2[S:18][C:17]([CH3:19])=[C:16]3[C:12]=2[CH2:13][C@H:14]2[C:20]([CH3:22])([CH3:21])[C@H:15]23)[CH:5]=[C:4]([CH3:24])[C:3]=1[CH:25]=[CH:26][C:27]([OH:29])=[O:28], predict the reaction product. The product is: [CH3:24][C:4]1[CH:5]=[C:6]([CH2:8][CH2:9][C:10](=[O:23])[C:11]2[S:18][C:17]([CH3:19])=[C:16]3[C:12]=2[CH2:13][C@H:14]2[C:20]([CH3:22])([CH3:21])[C@H:15]23)[CH:7]=[C:2]([CH3:1])[C:3]=1[CH2:25][CH2:26][C:27]([OH:29])=[O:28]. (2) Given the reactants [Br:1][C:2]1[CH:7]=[CH:6][C:5]([F:8])=[CH:4][C:3]=1[C:9]1[N:13]([C:14]([CH3:17])([CH3:16])[CH3:15])[N:12]=[CH:11][C:10]=1[C@@H:18]([CH:20]1[CH2:22][CH2:21]1)[NH2:19].C(N(CC)CC)C.[F:30][C:31]([F:43])([F:42])[C:32]1[N:37]=[CH:36][C:35]([S:38](Cl)(=[O:40])=[O:39])=[CH:34][CH:33]=1.O, predict the reaction product. The product is: [Br:1][C:2]1[CH:7]=[CH:6][C:5]([F:8])=[CH:4][C:3]=1[C:9]1[N:13]([C:14]([CH3:17])([CH3:15])[CH3:16])[N:12]=[CH:11][C:10]=1[C@@H:18]([CH:20]1[CH2:22][CH2:21]1)[NH:19][S:38]([C:35]1[CH:36]=[N:37][C:32]([C:31]([F:43])([F:30])[F:42])=[CH:33][CH:34]=1)(=[O:40])=[O:39]. (3) Given the reactants [Cl:1][C:2]1[CH:7]=[CH:6][C:5]([CH:8]([C:20]2[CH:21]=[C:22]([CH:26]=[CH:27][CH:28]=2)[C:23]([OH:25])=O)[CH2:9][C:10]([C:12]2[CH:17]=[CH:16][C:15](=[O:18])[N:14]([CH3:19])[CH:13]=2)=[O:11])=[C:4]([F:29])[CH:3]=1.[CH3:30][NH:31][CH2:32][CH2:33][OH:34].F[P-](F)(F)(F)(F)F.N1(O[P+](N(C)C)(N(C)C)N(C)C)C2C=CC=CC=2N=N1, predict the reaction product. The product is: [Cl:1][C:2]1[CH:7]=[CH:6][C:5]([CH:8]([C:20]2[CH:21]=[C:22]([CH:26]=[CH:27][CH:28]=2)[C:23]([N:31]([CH2:32][CH2:33][OH:34])[CH3:30])=[O:25])[CH2:9][C:10]([C:12]2[CH:17]=[CH:16][C:15](=[O:18])[N:14]([CH3:19])[CH:13]=2)=[O:11])=[C:4]([F:29])[CH:3]=1. (4) Given the reactants [I:1][C:2]1[CH:7]=[CH:6][NH:5][C:4](=[O:8])[CH:3]=1.[CH3:9][CH:10](O)[CH3:11].C1(P(C2C=CC=CC=2)C2C=CC=CC=2)C=CC=CC=1.CC(OC(/N=N/C(OC(C)C)=O)=O)C, predict the reaction product. The product is: [I:1][C:2]1[CH:7]=[CH:6][N:5]=[C:4]([O:8][CH:10]([CH3:11])[CH3:9])[CH:3]=1.